From a dataset of Forward reaction prediction with 1.9M reactions from USPTO patents (1976-2016). Predict the product of the given reaction. (1) Given the reactants [CH:1]1[C:10]2[C:5](=[CH:6][CH:7]=[CH:8][CH:9]=2)[CH:4]=[CH:3][C:2]=1[C:11]([NH:13][C:14]1[CH:36]=[CH:35][C:17]([CH2:18][N:19]2[C:27]3[C:22](=[CH:23][CH:24]=[C:25]([F:28])[CH:26]=3)[C:21]([CH2:29][C:30]([O:32]CC)=[O:31])=[N:20]2)=[CH:16][CH:15]=1)=[O:12].O.[OH-].[Li+].O.Cl, predict the reaction product. The product is: [CH:1]1[C:10]2[C:5](=[CH:6][CH:7]=[CH:8][CH:9]=2)[CH:4]=[CH:3][C:2]=1[C:11]([NH:13][C:14]1[CH:15]=[CH:16][C:17]([CH2:18][N:19]2[C:27]3[C:22](=[CH:23][CH:24]=[C:25]([F:28])[CH:26]=3)[C:21]([CH2:29][C:30]([OH:32])=[O:31])=[N:20]2)=[CH:35][CH:36]=1)=[O:12]. (2) Given the reactants [C:1]([CH2:3][C:4]([N:6]1[CH2:11][CH2:10][CH:9]([C:12]2[CH:17]=[CH:16][C:15]([NH:18][C:19]3[N:24]=[C:23]([NH:25][CH:26]4[CH2:28][CH2:27]4)[C:22]([C:29]([NH2:31])=[O:30])=[CH:21][N:20]=3)=[CH:14][CH:13]=2)[CH2:8][CH2:7]1)=[O:5])#N.[CH:32]1(C(O)=O)CC1, predict the reaction product. The product is: [CH:3]1([C:4]([N:6]2[CH2:7][CH2:8][CH:9]([C:12]3[CH:13]=[CH:14][C:15]([NH:18][C:19]4[N:24]=[C:23]([NH:25][CH:26]5[CH2:28][CH2:27]5)[C:22]([C:29]([NH2:31])=[O:30])=[CH:21][N:20]=4)=[CH:16][CH:17]=3)[CH2:10][CH2:11]2)=[O:5])[CH2:1][CH2:32]1. (3) Given the reactants [N:1]([Sn](C)(C)C)=[N+:2]=[N-:3].[C:8]1([C:14]2([C:21]3[CH:28]=[C:27]([O:29][CH2:30][C:31]4[CH:40]=[CH:39][C:38]5[C:33](=[CH:34][CH:35]=[CH:36][CH:37]=5)[N:32]=4)[CH:26]=[CH:25][C:22]=3[C:23]#[N:24])[CH2:19][CH:18]3[CH2:20][CH:15]2[CH2:16][CH2:17]3)[CH:13]=[CH:12][CH:11]=[CH:10][CH:9]=1, predict the reaction product. The product is: [C:8]1([C:14]2([C:21]3[CH:28]=[C:27]([CH:26]=[CH:25][C:22]=3[C:23]3[NH:24][N:3]=[N:2][N:1]=3)[O:29][CH2:30][C:31]3[CH:40]=[CH:39][C:38]4[C:33](=[CH:34][CH:35]=[CH:36][CH:37]=4)[N:32]=3)[CH2:19][CH:18]3[CH2:20][CH:15]2[CH2:16][CH2:17]3)[CH:9]=[CH:10][CH:11]=[CH:12][CH:13]=1. (4) The product is: [Cl:19][C:5]1[C:6]([NH:8][C:9]2[CH:18]=[CH:17][CH:16]=[CH:15][C:10]=2[C:11]([NH:13][CH3:14])=[O:12])=[N:7][C:2]([NH:20][C:21]2[C:26]3[NH:27][C:28](=[O:32])[CH2:29][CH2:30][CH2:31][C:25]=3[C:24]([O:33][CH3:34])=[CH:23][CH:22]=2)=[N:3][CH:4]=1. Given the reactants Cl[C:2]1[N:7]=[C:6]([NH:8][C:9]2[CH:18]=[CH:17][CH:16]=[CH:15][C:10]=2[C:11]([NH:13][CH3:14])=[O:12])[C:5]([Cl:19])=[CH:4][N:3]=1.[NH2:20][C:21]1[C:26]2[NH:27][C:28](=[O:32])[CH2:29][CH2:30][CH2:31][C:25]=2[C:24]([O:33][CH3:34])=[CH:23][CH:22]=1, predict the reaction product.